Dataset: CYP2D6 inhibition data for predicting drug metabolism from PubChem BioAssay. Task: Regression/Classification. Given a drug SMILES string, predict its absorption, distribution, metabolism, or excretion properties. Task type varies by dataset: regression for continuous measurements (e.g., permeability, clearance, half-life) or binary classification for categorical outcomes (e.g., BBB penetration, CYP inhibition). Dataset: cyp2d6_veith. (1) The drug is COn1c(SCc2cccc(Cl)c2)nc2ccccc2c1=O. The result is 1 (inhibitor). (2) The result is 1 (inhibitor). The compound is COC(=O)C1=Nc2ccccc2/C1=C\c1c(O)n(-c2ccc(OC)cc2)c(=O)[nH]c1=O. (3) The molecule is CCCNC(=O)OC[C@@H]1O[C@H](CCO/N=C(\C)CCC(=O)OC[C@@H]2O[C@H](c3ccccc3)C=C[C@@H]2Oc2ccc(OC)cc2)C=C[C@@H]1Oc1ccc(OC)cc1. The result is 0 (non-inhibitor). (4) The drug is CS(=O)(=O)Nc1cccc(-c2nc(-n3ccnc3)c3ccccc3n2)c1. The result is 1 (inhibitor). (5) The compound is Cn1c(=O)c(C(=O)c2nn[nH]n2)c(O)c2ccc(Cl)cc21. The result is 0 (non-inhibitor). (6) The compound is FC(F)(F)c1ccccc1-c1nccc(N2CCNCC2)n1. The result is 0 (non-inhibitor).